This data is from Reaction yield outcomes from USPTO patents with 853,638 reactions. The task is: Predict the reaction yield, written as a fraction of the theoretical maximum amount of product (1.0 means a 100% yield; for example, 0.34 means a 34% yield). (1) The reactants are [OH:1][CH2:2][C:3]1([CH2:6][OH:7])[CH2:5][CH2:4]1.C(N(CC)CC)C.[S:15](Cl)(Cl)=[O:16]. The catalyst is C(Cl)Cl.O. The product is [CH2:5]1[C:3]2([CH2:6][O:7][S:15](=[O:16])[O:1][CH2:2]2)[CH2:4]1. The yield is 0.930. (2) The reactants are [S:1]1[CH:5]=[CH:4][C:3]([C:6]2([CH:14]=[CH:13][CH:12]=[CH:11][CH2:10]2)[CH2:7][CH2:8][OH:9])=[CH:2]1.[C:15](OC(=O)C)(=[O:17])[CH3:16]. The catalyst is N1C=CC=CC=1. The product is [C:15]([O:9][CH2:8][CH2:7][C:6]1([C:3]2[CH:4]=[CH:5][S:1][CH:2]=2)[CH:10]=[CH:11][CH:12]=[CH:13][CH2:14]1)(=[O:17])[CH3:16]. The yield is 0.840. (3) The reactants are [Cl:1][C:2]1[N:7]=[C:6]([S:8]([CH3:10])=[O:9])[N:5]=[C:4]([NH:11][C:12]2[NH:16][N:15]=[C:14]([CH3:17])[CH:13]=2)[CH:3]=1.[OH:18]OS([O-])=O.[K+]. The catalyst is CO.O. The product is [Cl:1][C:2]1[N:7]=[C:6]([S:8]([CH3:10])(=[O:18])=[O:9])[N:5]=[C:4]([NH:11][C:12]2[NH:16][N:15]=[C:14]([CH3:17])[CH:13]=2)[CH:3]=1. The yield is 0.880. (4) The reactants are [CH3:1][O:2][C:3]([CH2:5]P(OC)(OC)=O)=[O:4].[H-].[Na+].O=[CH:15][C:16]#[C:17][C:18]1[CH:19]=[C:20]([S:24]([NH:27][C:28]2[CH:33]=[CH:32][CH:31]=[CH:30][CH:29]=2)(=[O:26])=[O:25])[CH:21]=[CH:22][CH:23]=1. The catalyst is O1CCCC1. The product is [CH3:1][O:2][C:3](=[O:4])/[CH:5]=[CH:15]/[C:16]#[C:17][C:18]1[CH:23]=[CH:22][CH:21]=[C:20]([S:24](=[O:26])(=[O:25])[NH:27][C:28]2[CH:29]=[CH:30][CH:31]=[CH:32][CH:33]=2)[CH:19]=1. The yield is 0.740. (5) The reactants are [N:1]1[CH:6]=[CH:5][CH:4]=[C:3]([N:7]2[CH2:12][CH2:11][CH:10]([NH:13]C(=O)OC(C)(C)C)[CH2:9][CH2:8]2)[N:2]=1.Cl.O1CCOCC1. The catalyst is C1COCC1.CO. The product is [N:1]1[CH:6]=[CH:5][CH:4]=[C:3]([N:7]2[CH2:12][CH2:11][CH:10]([NH2:13])[CH2:9][CH2:8]2)[N:2]=1. The yield is 1.00. (6) The reactants are Br[C:2]1[CH:3]=[CH:4][C:5]([O:8][CH2:9][CH3:10])=[N:6][CH:7]=1.C([Li])CCC.[O:16]=[C:17]1[CH2:22][CH2:21][N:20]([C:23]([O:25][C:26]([CH3:29])([CH3:28])[CH3:27])=[O:24])[CH2:19][CH2:18]1.O. The catalyst is C(OCC)C. The product is [CH2:9]([O:8][C:5]1[N:6]=[CH:7][C:2]([C:17]2([OH:16])[CH2:18][CH2:19][N:20]([C:23]([O:25][C:26]([CH3:28])([CH3:27])[CH3:29])=[O:24])[CH2:21][CH2:22]2)=[CH:3][CH:4]=1)[CH3:10]. The yield is 0.480.